Predict the reactants needed to synthesize the given product. From a dataset of Full USPTO retrosynthesis dataset with 1.9M reactions from patents (1976-2016). (1) Given the product [NH2:14][CH2:13][CH2:12][N:1]1[C:9]2[C:4](=[CH:5][CH:6]=[CH:7][CH:8]=2)[CH2:3][CH2:2]1, predict the reactants needed to synthesize it. The reactants are: [NH:1]1[C:9]2[C:4](=[CH:5][CH:6]=[CH:7][CH:8]=2)[CH2:3][CH2:2]1.Br.Br[CH2:12][CH2:13][NH2:14].ClCCl.CO. (2) The reactants are: [CH3:1][C:2]1[CH:7]=[CH:6][C:5]([O:8][C:9]2[N:14]=[CH:13][C:12]([NH:15][C:16]([C@H:18]([NH:21]C(=O)OC(C)(C)C)[CH2:19][CH3:20])=[O:17])=[CH:11][CH:10]=2)=[CH:4][C:3]=1[O:29][CH3:30].ClCCl. Given the product [NH2:21][C@H:18]([CH2:19][CH3:20])[C:16]([NH:15][C:12]1[CH:13]=[N:14][C:9]([O:8][C:5]2[CH:6]=[CH:7][C:2]([CH3:1])=[C:3]([O:29][CH3:30])[CH:4]=2)=[CH:10][CH:11]=1)=[O:17], predict the reactants needed to synthesize it. (3) Given the product [CH3:20][N:19]([CH3:21])[C:17](=[O:18])[NH:16][C@@H:12]1[CH2:13][CH2:14][CH2:15][N:10]([C:7]2[N:6]=[C:5]([NH:22][C:23]3[CH:24]=[N:25][N:26]([CH:28]4[CH2:29][CH2:30][NH:31][CH2:32][CH2:33]4)[CH:27]=3)[C:4]([C:1]([NH2:2])=[O:3])=[N:9][CH:8]=2)[CH2:11]1, predict the reactants needed to synthesize it. The reactants are: [C:1]([C:4]1[C:5]([NH:22][C:23]2[CH:24]=[N:25][N:26]([CH:28]3[CH2:33][CH2:32][N:31](C(OC(C)(C)C)=O)[CH2:30][CH2:29]3)[CH:27]=2)=[N:6][C:7]([N:10]2[CH2:15][CH2:14][CH2:13][C@@H:12]([NH:16][C:17]([N:19]([CH3:21])[CH3:20])=[O:18])[CH2:11]2)=[CH:8][N:9]=1)(=[O:3])[NH2:2].C(Cl)Cl.C(O)(C(F)(F)F)=O. (4) Given the product [CH2:31]([NH:2][CH2:3][C:4]1[CH:5]=[CH:6][C:7]([NH:10]/[C:11](=[C:18]2\[C:19](=[O:30])[NH:20][C:21]3[C:26]\2=[CH:25][C:24]([N+:27]([O-:29])=[O:28])=[CH:23][CH:22]=3)/[C:12]2[CH:13]=[CH:14][CH:15]=[CH:16][CH:17]=2)=[CH:8][CH:9]=1)[CH2:32][CH2:33][CH3:34], predict the reactants needed to synthesize it. The reactants are: Cl.[NH2:2][CH2:3][C:4]1[CH:9]=[CH:8][C:7]([NH:10]/[C:11](=[C:18]2\[C:19](=[O:30])[NH:20][C:21]3[C:26]\2=[CH:25][C:24]([N+:27]([O-:29])=[O:28])=[CH:23][CH:22]=3)/[C:12]2[CH:17]=[CH:16][CH:15]=[CH:14][CH:13]=2)=[CH:6][CH:5]=1.[CH:31](=O)[CH2:32][CH2:33][CH3:34].C([BH3-])#N.[Na+]. (5) Given the product [Cl:1][C:2]1[CH:3]=[C:4]([N:12]=[C:13]2[N:14]([CH2:35][C:34]3[CH:37]=[CH:38][C:31]([O:30][CH3:29])=[CH:32][CH:33]=3)[C:15](=[O:28])[N:16]([CH2:21][C@@H:22]([C:24]([O:26][CH3:27])=[O:25])[CH3:23])[C:17](=[O:20])[N:18]2[CH3:19])[CH:5]=[CH:6][C:7]=1[O:8][CH:9]([CH3:10])[CH3:11], predict the reactants needed to synthesize it. The reactants are: [Cl:1][C:2]1[CH:3]=[C:4]([N:12]=[C:13]2[N:18]([CH3:19])[C:17](=[O:20])[N:16]([CH2:21][C@@H:22]([C:24]([O:26][CH3:27])=[O:25])[CH3:23])[C:15](=[O:28])[NH:14]2)[CH:5]=[CH:6][C:7]=1[O:8][CH:9]([CH3:11])[CH3:10].[CH3:29][O:30][C:31]1[CH:38]=[CH:37][C:34]([CH2:35]Cl)=[CH:33][CH:32]=1.CN(C=O)C.C(=O)([O-])[O-].[K+].[K+]. (6) The reactants are: [O:1]=[C:2]1[NH:16][C:5]2([C:13]3[CH:12]=[CH:11][CH:10]=[C:9]([C:14]#[N:15])[C:8]=3[CH2:7][CH2:6]2)[C:4](=[O:17])[NH:3]1.Br[CH2:19][C:20]([O:22][C:23]([CH3:26])([CH3:25])[CH3:24])=[O:21].C([O-])([O-])=O.[K+].[K+]. Given the product [C:14]([C:9]1[CH:10]=[CH:11][CH:12]=[C:13]2[C:8]=1[CH2:7][CH2:6][C:5]12[C:4](=[O:17])[N:3]([CH2:19][C:20]([O:22][C:23]([CH3:26])([CH3:25])[CH3:24])=[O:21])[C:2](=[O:1])[NH:16]1)#[N:15], predict the reactants needed to synthesize it. (7) Given the product [F:1][C:2]1[CH:7]=[C:6]([N+:8]([O-:10])=[O:9])[CH:5]=[CH:4][C:3]=1[CH2:11][O:12][CH:27]1[CH2:26][CH2:25][CH2:24][CH2:29][O:28]1, predict the reactants needed to synthesize it. The reactants are: [F:1][C:2]1[CH:7]=[C:6]([N+:8]([O-:10])=[O:9])[CH:5]=[CH:4][C:3]=1[CH2:11][OH:12].CC1C=CC(S(O)(=O)=O)=CC=1.[CH2:24]1[CH2:29][O:28][CH:27]=[CH:26][CH2:25]1. (8) The reactants are: [CH2:1]([N:8]=[N+:9]=[N-:10])[C:2]1[CH:7]=[CH:6][CH:5]=[CH:4][CH:3]=1.CCN(C(C)C)C(C)C.[Cl:20][C:21]1[CH:22]=[C:23]([C:28]2([C:41]([F:44])([F:43])[F:42])[O:32][N:31]=[C:30]([C:33]3[S:34][C:35]([C:39]#[CH:40])=[C:36]([CH3:38])[CH:37]=3)[CH2:29]2)[CH:24]=[C:25]([Cl:27])[CH:26]=1. Given the product [CH2:1]([N:8]1[CH:40]=[C:39]([C:35]2[S:34][C:33]([C:30]3[CH2:29][C:28]([C:23]4[CH:24]=[C:25]([Cl:27])[CH:26]=[C:21]([Cl:20])[CH:22]=4)([C:41]([F:44])([F:43])[F:42])[O:32][N:31]=3)=[CH:37][C:36]=2[CH3:38])[N:10]=[N:9]1)[C:2]1[CH:7]=[CH:6][CH:5]=[CH:4][CH:3]=1, predict the reactants needed to synthesize it.